From a dataset of Reaction yield outcomes from USPTO patents with 853,638 reactions. Predict the reaction yield, written as a fraction of the theoretical maximum amount of product (1.0 means a 100% yield; for example, 0.34 means a 34% yield). (1) The reactants are [NH2:1][C:2]1[CH:7]=[CH:6][C:5]([Cl:8])=[CH:4][C:3]=1[NH:9][C:10]1[N:18]=[C:17]2[C:13]([NH:14][C:15](=[O:25])[N:16]2[CH:19]2[CH2:24][CH2:23][O:22][CH2:21][CH2:20]2)=[C:12]([C:26]2[CH:31]=[CH:30][N:29]=[CH:28][CH:27]=2)[N:11]=1.[CH3:32]OC(OC)OC.C1(C)C=CC(S(O)(=O)=O)=CC=1. The catalyst is CO. The product is [Cl:8][C:5]1[CH:6]=[CH:7][C:2]2[N:1]=[CH:32][N:9]([C:10]3[N:18]=[C:17]4[C:13]([NH:14][C:15](=[O:25])[N:16]4[CH:19]4[CH2:24][CH2:23][O:22][CH2:21][CH2:20]4)=[C:12]([C:26]4[CH:27]=[CH:28][N:29]=[CH:30][CH:31]=4)[N:11]=3)[C:3]=2[CH:4]=1. The yield is 0.180. (2) The reactants are [Cl:1][C:2]1[CH:3]=[C:4]2[C:9](=[CH:10][CH:11]=1)[NH:8][CH:7]([C:12]1[CH:17]=[CH:16][CH:15]=[CH:14][C:13]=1[N+:18]([O-])=O)[CH2:6][C:5]2([CH3:22])[CH3:21]. The catalyst is C(O)C.Cl.[Fe]. The product is [Cl:1][C:2]1[CH:3]=[C:4]2[C:9](=[CH:10][CH:11]=1)[NH:8][CH:7]([C:12]1[CH:17]=[CH:16][CH:15]=[CH:14][C:13]=1[NH2:18])[CH2:6][C:5]2([CH3:22])[CH3:21]. The yield is 0.357.